Dataset: Experimentally validated miRNA-target interactions with 360,000+ pairs, plus equal number of negative samples. Task: Binary Classification. Given a miRNA mature sequence and a target amino acid sequence, predict their likelihood of interaction. The miRNA is hsa-miR-335-5p with sequence UCAAGAGCAAUAACGAAAAAUGU. The protein sequence of the target gene is MPGGKKVAGGGSSGATPTSAAATAPSGVRRLETSEGTSAQRDEEPEEEGEEDLRDGGVPFFVNRGGLPVDEATWERMWKHVAKIHPDGEKVAQRIRGATDLPKIPIPSVPTFQPSTPVPERLEAVQRYIRELQYNHTGTQFFEIKKSRPLTGLMDLAKEMTKEALPIKCLEAVILGIYLTNSMPTLERFPISFKTYFSGNYFRHIVLGVNFAGRYGALGMSRREDLMYKPPAFRTLSELVLDFEAAYGRCWHVLKKVKLGQSVSHDPHSVEQIEWKHSVLDVERLGRDDFRKELERHARD.... Result: 1 (interaction).